Predict which catalyst facilitates the given reaction. From a dataset of Catalyst prediction with 721,799 reactions and 888 catalyst types from USPTO. Reactant: [CH:1]1(/[C:7](/[CH2:14][CH3:15])=[CH:8]/[C:9](OCC)=[O:10])[CH2:6][CH2:5][CH2:4][CH2:3][CH2:2]1.[H-].[Al+3].[Li+].[H-].[H-].[H-]. Product: [CH:1]1(/[C:7](/[CH2:14][CH3:15])=[CH:8]/[CH2:9][OH:10])[CH2:6][CH2:5][CH2:4][CH2:3][CH2:2]1. The catalyst class is: 28.